This data is from Full USPTO retrosynthesis dataset with 1.9M reactions from patents (1976-2016). The task is: Predict the reactants needed to synthesize the given product. (1) Given the product [Br:1][C:2]1[C:3]([O:17][CH2:16][CH2:15][O:14][CH3:13])=[N:4][C:5]([C:8]([F:11])([F:10])[F:9])=[CH:6][CH:7]=1, predict the reactants needed to synthesize it. The reactants are: [Br:1][C:2]1[C:3](Cl)=[N:4][C:5]([C:8]([F:11])([F:10])[F:9])=[CH:6][CH:7]=1.[CH3:13][O:14][CH2:15][CH2:16][O:17][Na]. (2) Given the product [N+:8]([C:5]1[CH:6]=[CH:7][C:2]([NH:11][CH2:12][CH2:13][OH:14])=[CH:3][CH:4]=1)([O-:10])=[O:9], predict the reactants needed to synthesize it. The reactants are: F[C:2]1[CH:7]=[CH:6][C:5]([N+:8]([O-:10])=[O:9])=[CH:4][CH:3]=1.[NH2:11][CH2:12][CH2:13][OH:14]. (3) Given the product [Br:25][C:26]1[CH:27]=[C:28]([C:15]2([C:2]3[CH:7]=[CH:6][C:5]([O:8][CH3:9])=[CH:4][CH:3]=3)[C:17]3[C:18](=[CH:19][CH:20]=[CH:21][CH:22]=3)[C:23]([NH2:24])=[N:16]2)[CH:29]=[CH:30][CH:31]=1, predict the reactants needed to synthesize it. The reactants are: Br[C:2]1[CH:7]=[CH:6][C:5]([O:8][CH3:9])=[CH:4][CH:3]=1.C([Li])CCC.[C:15]([C:17]1[CH:22]=[CH:21][CH:20]=[CH:19][C:18]=1[C:23]#[N:24])#[N:16].[Br:25][C:26]1[CH:31]=[CH:30][CH:29]=[C:28](Br)[CH:27]=1.[Cl-].[NH4+]. (4) The reactants are: Cl[C:2]1[N:7]=[C:6]([N:8]([CH2:15][C:16](=[O:18])[NH2:17])[C:9]2[CH:14]=[CH:13][CH:12]=[CH:11][CH:10]=2)[CH:5]=[CH:4][N:3]=1.Cl.Cl.[CH3:21][N:22]([CH2:24][CH:25]([OH:35])[CH2:26][O:27][C:28]1[CH:34]=[CH:33][C:31]([NH2:32])=[CH:30][CH:29]=1)[CH3:23].N. Given the product [CH3:23][N:22]([CH2:24][CH:25]([OH:35])[CH2:26][O:27][C:28]1[CH:29]=[CH:30][C:31]([NH:32][C:2]2[N:7]=[C:6]([N:8]([CH2:15][C:16](=[O:18])[NH2:17])[C:9]3[CH:14]=[CH:13][CH:12]=[CH:11][CH:10]=3)[CH:5]=[CH:4][N:3]=2)=[CH:33][CH:34]=1)[CH3:21], predict the reactants needed to synthesize it. (5) Given the product [C:1]1([S:7]([N:10]2[C:18]3[CH:17]=[C:16]([C:31]4[CH:36]=[CH:35][N:34]=[C:33]5[NH:37][CH:38]=[CH:39][C:32]=45)[CH:15]=[C:14]([NH2:29])[C:13]=3[CH:12]=[N:11]2)(=[O:8])=[O:9])[CH:6]=[CH:5][CH:4]=[CH:3][CH:2]=1, predict the reactants needed to synthesize it. The reactants are: [C:1]1([S:7]([N:10]2[C:18]3[CH:17]=[C:16](B4OC(C)(C)CC(C)(C)O4)[CH:15]=[C:14]([NH2:29])[C:13]=3[CH:12]=[N:11]2)(=[O:9])=[O:8])[CH:6]=[CH:5][CH:4]=[CH:3][CH:2]=1.Br[C:31]1[CH:36]=[CH:35][N:34]=[C:33]2[NH:37][CH:38]=[CH:39][C:32]=12.P([O-])([O-])([O-])=O.[K+].[K+].[K+]. (6) The reactants are: [NH2:1][C@@H:2]([CH2:6][CH3:7])[C:3]([OH:5])=[O:4].S(Cl)([Cl:10])=O.[CH3:12]O. Given the product [ClH:10].[NH2:1][C@@H:2]([CH2:6][CH3:7])[C:3]([O:5][CH3:12])=[O:4], predict the reactants needed to synthesize it.